From a dataset of Catalyst prediction with 721,799 reactions and 888 catalyst types from USPTO. Predict which catalyst facilitates the given reaction. (1) Reactant: [C:1]([O-:4])(=[O:3])C.[O:5]=[C:6]1[C@@H:9]([NH3+:10])[CH2:8][NH:7]1.[CH3:11]CN(C(C)C)C(C)C.[F:20][C:21]1[CH:26]=[CH:25][CH:24]=[CH:23][C:22]=1[C:27]1[CH:32]=[CH:31][C:30](C2C=CN(C([O-])=O)C(=O)C=2C)=[CH:29][CH:28]=1. Product: [F:20][C:21]1[CH:26]=[CH:25][CH:24]=[CH:23][C:22]=1[C:27]1[CH:28]=[CH:29][C:30]([O:4][C:1](=[O:3])[N:10]([CH3:11])[C@H:9]2[CH2:8][NH:7][C:6]2=[O:5])=[CH:31][CH:32]=1. The catalyst class is: 2. (2) Reactant: [Cl:1][C:2]1[C:7]([C:8]2[CH:13]=[CH:12][CH:11]=[CH:10][CH:9]=2)=[N:6][N:5]=[C:4]2[N:14]([CH2:23][C:24]([OH:26])=O)[N:15]=[C:16]([C:17]3[CH:22]=[CH:21][CH:20]=[CH:19][CH:18]=3)[C:3]=12.[NH2:27][CH2:28][CH2:29][N:30]1[CH2:35][CH2:34][O:33][CH2:32][CH2:31]1.Cl.CN(C)CCCN=C=NCC. Product: [Cl:1][C:2]1[C:7]([C:8]2[CH:9]=[CH:10][CH:11]=[CH:12][CH:13]=2)=[N:6][N:5]=[C:4]2[N:14]([CH2:23][C:24]([NH:27][CH2:28][CH2:29][N:30]3[CH2:35][CH2:34][O:33][CH2:32][CH2:31]3)=[O:26])[N:15]=[C:16]([C:17]3[CH:22]=[CH:21][CH:20]=[CH:19][CH:18]=3)[C:3]=12. The catalyst class is: 31.